From a dataset of Full USPTO retrosynthesis dataset with 1.9M reactions from patents (1976-2016). Predict the reactants needed to synthesize the given product. Given the product [CH3:1][O:2][C:3]1[CH:4]=[C:5]([C:11]2[N:20]=[C:19]([O:21][CH2:22][C@H:23]3[O:28][CH2:27][CH2:26][N:25]([C:37]([NH2:36])=[O:38])[CH2:24]3)[C:18]3[C:13](=[N:14][CH:15]=[CH:16][N:17]=3)[CH:12]=2)[CH:6]=[CH:7][C:8]=1[O:9][CH3:10], predict the reactants needed to synthesize it. The reactants are: [CH3:1][O:2][C:3]1[CH:4]=[C:5]([C:11]2[N:20]=[C:19]([O:21][CH2:22][C@H:23]3[O:28][CH2:27][CH2:26][NH:25][CH2:24]3)[C:18]3[C:13](=[N:14][CH:15]=[CH:16][N:17]=3)[CH:12]=2)[CH:6]=[CH:7][C:8]=1[O:9][CH3:10].CCN(CC)CC.[N:36]([Si](C)(C)C)=[C:37]=[O:38].